Predict the reaction yield, written as a fraction of the theoretical maximum amount of product (1.0 means a 100% yield; for example, 0.34 means a 34% yield). From a dataset of Reaction yield outcomes from USPTO patents with 853,638 reactions. (1) The reactants are C(OC(=O)[NH:10][C@H:11]([CH2:16][O:17][Si:18]([C:31]([CH3:34])([CH3:33])[CH3:32])([C:25]1[CH:30]=[CH:29][CH:28]=[CH:27][CH:26]=1)[C:19]1[CH:24]=[CH:23][CH:22]=[CH:21][CH:20]=1)[C@@H:12]([CH3:15])[CH2:13][CH3:14])C1C=CC=CC=1. The catalyst is CO.[Pd]. The product is [Si:18]([O:17][CH2:16][C@@H:11]([NH2:10])[C@@H:12]([CH3:15])[CH2:13][CH3:14])([C:31]([CH3:33])([CH3:34])[CH3:32])([C:25]1[CH:26]=[CH:27][CH:28]=[CH:29][CH:30]=1)[C:19]1[CH:20]=[CH:21][CH:22]=[CH:23][CH:24]=1. The yield is 0.830. (2) The reactants are [CH2:1]([C:8]1[O:9][C:10]([CH3:28])=[C:11]([CH3:27])[C:12]=1[C:13]([C:15]1[CH:20]=[C:19]([CH2:21][CH3:22])[C:18]([O:23]C)=[C:17]([CH2:25][CH3:26])[CH:16]=1)=[O:14])[C:2]1[CH:7]=[CH:6][CH:5]=[CH:4][CH:3]=1.B(Br)(Br)Br.C(Cl)Cl. The catalyst is C(Cl)Cl. The product is [CH2:1]([C:8]1[O:9][C:10]([CH3:28])=[C:11]([CH3:27])[C:12]=1[C:13]([C:15]1[CH:16]=[C:17]([CH2:25][CH3:26])[C:18]([OH:23])=[C:19]([CH2:21][CH3:22])[CH:20]=1)=[O:14])[C:2]1[CH:3]=[CH:4][CH:5]=[CH:6][CH:7]=1. The yield is 0.370. (3) The reactants are [CH2:1]([S:3]([O-:6])(=[O:5])=[O:4])[CH3:2].Br[CH2:8][CH2:9][O:10][C:11]1[CH:16]=[CH:15][C:14]([O:17]CCBr)=[CH:13][CH:12]=1.[S:21]([O-:24])([O-:23])=[O:22].[Na+:25].[Na+].O. The catalyst is CN(C=O)C. The product is [C:11]1([O:10][CH2:9][CH2:8][S:21]([O-:24])(=[O:23])=[O:22])[CH:16]=[CH:15][C:14]([O:17][CH2:2][CH2:1][S:3]([O-:6])(=[O:5])=[O:4])=[CH:13][CH:12]=1.[Na+:25].[Na+:25]. The yield is 0.880. (4) The reactants are C(O[CH:4](OCC)[CH2:5][N:6]1[C:14]2[CH2:13][CH2:12][CH2:11][CH2:10][C:9]=2[CH:8]=[C:7]1[C:15]([NH2:17])=[O:16])C.C(=O)([O-])[O-].[Na+].[Na+]. The catalyst is C(O)(=O)C. The product is [C:15]1(=[O:16])[C:7]2=[CH:8][C:9]3[CH2:10][CH2:11][CH2:12][CH2:13][C:14]=3[N:6]2[CH:5]=[CH:4][NH:17]1. The yield is 0.880. (5) The reactants are Cl[C:2]1([O:11][CH3:12])[CH:10]=[CH:9][CH:8]=[CH:7][CH:3]1[C:4]([NH2:6])=O.CO.[ClH:15]. The catalyst is C1COCC1.C1COCC1.CO. The product is [Cl:15][C:8]1[CH:9]=[CH:10][C:2]([O:11][CH3:12])=[C:3]([CH:7]=1)[CH2:4][NH2:6]. The yield is 0.390. (6) The reactants are Br[C:2]1[CH:11]=[C:10]2[C:5]([CH:6]=[C:7]([NH:12][C:13]([CH:15]3[CH2:17][CH2:16]3)=[O:14])[N:8]=[CH:9]2)=[CH:4][CH:3]=1.[CH3:18][C:19]1[CH:27]=[CH:26][C:22]([C:23]([OH:25])=[O:24])=[CH:21][C:20]=1B1OC(C)(C)C(C)(C)O1.C(=O)([O-])[O-].[K+].[K+].O1CCOCC1.O.C(O)(=O)CC(CC(O)=O)(C(O)=O)O. The catalyst is CC(P(C(C)(C)C)C1C=CC(N(C)C)=CC=1)(C)C.CC(P(C(C)(C)C)C1C=CC(N(C)C)=CC=1)(C)C.Cl[Pd]Cl. The product is [CH:15]1([C:13]([NH:12][C:7]2[N:8]=[CH:9][C:10]3[C:5]([CH:6]=2)=[CH:4][CH:3]=[C:2]([C:20]2[CH:21]=[C:22]([CH:26]=[CH:27][C:19]=2[CH3:18])[C:23]([OH:25])=[O:24])[CH:11]=3)=[O:14])[CH2:17][CH2:16]1. The yield is 0.910. (7) The reactants are [Br:1][C:2]1[C:3]([C:26]([F:29])([F:28])[F:27])=[CH:4][C:5]([N+:23]([O-])=O)=[C:6]([NH:8][CH:9]2[CH2:14][CH2:13][N:12]([C@H:15]3[CH2:20][CH2:19][C@@H:18]([O:21][CH3:22])[CH2:17][CH2:16]3)[CH2:11][CH2:10]2)[CH:7]=1.O.NN. The catalyst is C(O)C.[Ni]. The product is [NH2:23][C:5]1[CH:4]=[C:3]([C:26]([F:28])([F:29])[F:27])[C:2]([Br:1])=[CH:7][C:6]=1[NH:8][CH:9]1[CH2:10][CH2:11][N:12]([C@H:15]2[CH2:20][CH2:19][C@@H:18]([O:21][CH3:22])[CH2:17][CH2:16]2)[CH2:13][CH2:14]1. The yield is 0.990. (8) The reactants are [Br:1]Br.[Al+3].[Cl-].[Cl-].[Cl-].[CH3:7][C:8]1([CH3:18])[C:16]2[C:11](=[CH:12][CH:13]=[CH:14][CH:15]=2)[C:10](=[O:17])[CH2:9]1. No catalyst specified. The product is [Br:1][C:13]1[CH:12]=[C:11]2[C:16]([C:8]([CH3:18])([CH3:7])[CH2:9][C:10]2=[O:17])=[CH:15][CH:14]=1. The yield is 0.270.